This data is from Full USPTO retrosynthesis dataset with 1.9M reactions from patents (1976-2016). The task is: Predict the reactants needed to synthesize the given product. (1) Given the product [CH2:27]1[CH2:35][N:34]2[C@@H:30]([C@H:31]([OH:37])[C@H:32]([OH:36])[CH2:33]2)[C@H:29]([OH:38])[CH2:28]1, predict the reactants needed to synthesize it. The reactants are: O(C1C=CC([N+]([O-])=O)=CC=1)C1O[C@H](CO)[C@@H](O)[C@H](O)[C@@H]1O.C([O-])(=O)C.[Na+].[CH2:27]1[CH2:35][N:34]2[CH:30]([CH:31]([OH:37])[CH:32]([OH:36])[CH2:33]2)[CH:29]([OH:38])[CH2:28]1. (2) Given the product [CH:27]1([NH:30][C:20](=[O:23])[C:15]2[CH:14]=[CH:13][C:12]([F:18])=[C:11]([C:10]([NH:9][C:4]3[CH:5]=[CH:6][C:7]([F:8])=[C:2]([F:1])[CH:3]=3)=[O:19])[CH:16]=2)[CH2:29][CH2:28]1, predict the reactants needed to synthesize it. The reactants are: [F:1][C:2]1[CH:3]=[C:4]([NH:9][C:10](=[O:19])[C:11]2[CH:16]=[C:15](I)[CH:14]=[CH:13][C:12]=2[F:18])[CH:5]=[CH:6][C:7]=1[F:8].[C:20](=[O:23])([O-])[O-].[Na+].[Na+].O.[CH:27]1([NH2:30])[CH2:29][CH2:28]1. (3) Given the product [CH2:27]([O:34][C:6]([NH:3][C:4]1[CH:5]=[CH:10][CH:9]=[CH:8][CH:13]=1)=[O:35])[C:28]1[CH:33]=[CH:32][CH:31]=[CH:30][CH:29]=1, predict the reactants needed to synthesize it. The reactants are: C([N:3]([CH2:6]C)[CH2:4][CH3:5])C.[CH:8]1[CH:13]=CC(OP(O[C:8]2[CH:13]=CC=[CH:10][CH:9]=2)(N=[N+]=[N-])=O)=[CH:10][CH:9]=1.[CH2:27]([OH:34])[C:28]1[CH:33]=[CH:32][CH:31]=[CH:30][CH:29]=1.[O:35]1CCCC1.